Dataset: Reaction yield outcomes from USPTO patents with 853,638 reactions. Task: Predict the reaction yield, written as a fraction of the theoretical maximum amount of product (1.0 means a 100% yield; for example, 0.34 means a 34% yield). The reactants are [CH:1]1([N:6]2[CH2:11][CH2:10][N:9]([C:12]([C:14]3[CH:15]=[C:16]4[C:20](=[CH:21][CH:22]=3)[NH:19][C:18]([C:23](O)=[O:24])=[CH:17]4)=[O:13])[CH2:8][CH2:7]2)[CH2:5][CH2:4][CH2:3][CH2:2]1.C1(N2CCN(C(C3C=C4C(=CC=3)NC(C(N3CCS(=O)(=O)CC3)=O)=C4)=O)CC2)CCCC1.F[B-](F)(F)F.N1(OC(N(C)C)=[N+](C)C)C2C=CC=CC=2N=N1.[F:80][C:81]1[CH:88]=[CH:87][C:84]([NH:85][CH3:86])=[CH:83][CH:82]=1.C(N(CC)C(C)C)(C)C. The catalyst is CN(C)C=O. The product is [F:80][C:81]1[CH:88]=[CH:87][C:84]([N:85]([CH3:86])[C:23]([C:18]2[NH:19][C:20]3[C:16]([CH:17]=2)=[CH:15][C:14]([C:12]([N:9]2[CH2:10][CH2:11][N:6]([CH:1]4[CH2:5][CH2:4][CH2:3][CH2:2]4)[CH2:7][CH2:8]2)=[O:13])=[CH:22][CH:21]=3)=[O:24])=[CH:83][CH:82]=1. The yield is 0.440.